This data is from Full USPTO retrosynthesis dataset with 1.9M reactions from patents (1976-2016). The task is: Predict the reactants needed to synthesize the given product. (1) Given the product [Cl:10][C:11]1[CH:12]=[C:13]([NH:18][C:19]2[C:28]3[C:23](=[CH:24][C:25]([O:34][CH3:35])=[C:26]([O:29][CH2:30][CH2:31][CH2:32][N:7]4[CH2:8][CH2:9][N:4]5[CH:3]=[N:2][N:1]=[C:5]5[CH2:6]4)[CH:27]=3)[N:22]=[CH:21][N:20]=2)[CH:14]=[CH:15][C:16]=1[F:17], predict the reactants needed to synthesize it. The reactants are: [N:1]1[N:2]=[CH:3][N:4]2[CH2:9][CH2:8][NH:7][CH2:6][C:5]=12.[Cl:10][C:11]1[CH:12]=[C:13]([NH:18][C:19]2[C:28]3[C:23](=[CH:24][C:25]([O:34][CH3:35])=[C:26]([O:29][CH2:30][CH2:31][CH2:32]Cl)[CH:27]=3)[N:22]=[CH:21][N:20]=2)[CH:14]=[CH:15][C:16]=1[F:17].C(Cl)Cl. (2) Given the product [CH3:14][CH:11]1[CH2:12][CH2:13][NH:8][CH2:9][CH:10]1[NH:15][C:16]1[C:17]2[N:18]([CH:25]=[CH:26][CH:27]=2)[N:19]=[CH:20][C:21]=1[C:22]([NH2:24])=[O:23], predict the reactants needed to synthesize it. The reactants are: C([N:8]1[CH2:13][CH2:12][CH:11]([CH3:14])[CH:10]([NH:15][C:16]2[C:17]3[N:18]([CH:25]=[CH:26][CH:27]=3)[N:19]=[CH:20][C:21]=2[C:22]([NH2:24])=[O:23])[CH2:9]1)C1C=CC=CC=1. (3) Given the product [NH2:20][CH2:19][C:18]1[CH:28]=[CH:29][C:30]([CH2:32][O:33][CH3:34])=[CH:31][C:17]=1[CH2:16][NH:15][C:14]([NH:13][C:10]1[N:9]([C:36]2[CH:37]=[CH:38][CH:39]=[CH:40][CH:41]=2)[N:8]=[C:7]([C:5]2[CH:4]=[N:3][N:2]([CH3:1])[CH:6]=2)[C:11]=1[CH3:12])=[O:35], predict the reactants needed to synthesize it. The reactants are: [CH3:1][N:2]1[CH:6]=[C:5]([C:7]2[C:11]([CH3:12])=[C:10]([NH:13][C:14](=[O:35])[NH:15][CH2:16][C:17]3[CH:31]=[C:30]([CH2:32][O:33][CH3:34])[CH:29]=[CH:28][C:18]=3[CH2:19][NH:20]C(=O)OC(C)(C)C)[N:9]([C:36]3[CH:41]=[CH:40][CH:39]=[CH:38][CH:37]=3)[N:8]=2)[CH:4]=[N:3]1.FC(F)(F)C(O)=O. (4) Given the product [N:7]1([CH2:45]/[CH:44]=[CH:43]/[C:14]2[N:19]=[CH:18][C:17]([NH:20][C:21]3[N:26]=[C:25]([C:27]4[CH:28]=[CH:29][C:30]([O:35][CH:36]5[CH2:41][CH2:40][O:39][CH2:38][CH2:37]5)=[C:31]([CH:34]=4)[C:32]#[N:33])[CH:24]=[CH:23][N:22]=3)=[CH:16][CH:15]=2)[CH2:12][CH2:11][O:10][CH2:9][CH2:8]1, predict the reactants needed to synthesize it. The reactants are: C([O-])([O-])=O.[Cs+].[Cs+].[NH:7]1[CH2:12][CH2:11][O:10][CH2:9][CH2:8]1.Cl[C:14]1[N:19]=[CH:18][C:17]([NH:20][C:21]2[N:26]=[C:25]([C:27]3[CH:28]=[CH:29][C:30]([O:35][CH:36]4[CH2:41][CH2:40][O:39][CH2:38][CH2:37]4)=[C:31]([CH:34]=3)[C:32]#[N:33])[CH:24]=[CH:23][N:22]=2)=[CH:16][CH:15]=1.Cl[CH2:43]/[CH:44]=[CH:45]/B(O)O. (5) The reactants are: [Cl:1][C:2]1[CH:24]=[CH:23][C:5]2[N:6]=[C:7]([CH:9]([C:16]3[CH:21]=[CH:20][C:19]([Cl:22])=[CH:18][CH:17]=3)[CH2:10][C:11]([O:13]CC)=[O:12])[NH:8][C:4]=2[CH:3]=1. Given the product [ClH:1].[Cl:1][C:2]1[CH:24]=[CH:23][C:5]2[N:6]=[C:7]([CH:9]([C:16]3[CH:21]=[CH:20][C:19]([Cl:22])=[CH:18][CH:17]=3)[CH2:10][C:11]([OH:13])=[O:12])[NH:8][C:4]=2[CH:3]=1, predict the reactants needed to synthesize it.